The task is: Predict which catalyst facilitates the given reaction.. This data is from Catalyst prediction with 721,799 reactions and 888 catalyst types from USPTO. (1) Reactant: [CH3:1][O:2][C@H:3]([CH3:13])[C@H:4]([NH:11][CH3:12])[CH2:5][N:6]1[CH2:10][CH2:9][CH2:8][CH2:7]1.CCN(C(C)C)C(C)C.[F:23][C:24]1[CH:32]=[CH:31][C:27]([C:28](Cl)=[O:29])=[CH:26][C:25]=1[CH3:33]. Product: [F:23][C:24]1[CH:32]=[CH:31][C:27]([C:28]([N:11]([C@@H:4]([C@H:3]([O:2][CH3:1])[CH3:13])[CH2:5][N:6]2[CH2:10][CH2:9][CH2:8][CH2:7]2)[CH3:12])=[O:29])=[CH:26][C:25]=1[CH3:33]. The catalyst class is: 2. (2) Reactant: [CH3:1][C@H:2]1[O:7][C@@H:6]([CH3:8])[CH2:5][NH:4][CH2:3]1.[CH2:9]=O.[N+:11]([C:13]1[CH:20]=[CH:19][C:16]([C:17]#[N:18])=[CH:15][CH:14]=1)#[C-:12].C[Si]([N:25]=[N+:26]=[N-:27])(C)C. Product: [CH3:8][C@H:6]1[O:7][C@@H:2]([CH3:1])[CH2:3][N:4]([CH2:9][C:12]2[N:11]([C:13]3[CH:20]=[CH:19][C:16]([C:17]#[N:18])=[CH:15][CH:14]=3)[N:27]=[N:26][N:25]=2)[CH2:5]1. The catalyst class is: 5. (3) Reactant: [CH3:1][O:2][C:3](=[O:27])[C:4]1[CH:9]=[C:8]([N+:10]([O-:12])=[O:11])[C:7]([N:13]2[CH2:18][CH2:17][N:16]([C:19]3[CH:24]=[CH:23][CH:22]=[CH:21][C:20]=3[CH3:25])[CH2:15][CH2:14]2)=[CH:6][C:5]=1Cl.C1(P(C2CCCCC2)C2CCCCC2)CCCCC1.[O-]P([O-])([O-])=O.[K+].[K+].[K+].O.[CH2:56]([O:58]/[CH:59]=[CH:60]/B1OC(C)(C)C(C)(C)O1)[CH3:57]. Product: [CH3:1][O:2][C:3](=[O:27])[C:4]1[CH:9]=[C:8]([N+:10]([O-:12])=[O:11])[C:7]([N:13]2[CH2:18][CH2:17][N:16]([C:19]3[CH:24]=[CH:23][CH:22]=[CH:21][C:20]=3[CH3:25])[CH2:15][CH2:14]2)=[CH:6][C:5]=1/[CH:57]=[CH:56]/[O:58][CH2:59][CH3:60]. The catalyst class is: 102. (4) Reactant: [CH3:1][N:2]([CH3:6])[C:3](Cl)=[O:4].[NH2:7][C:8]1[CH:13]=[CH:12][C:11]([C@@H:14]2[O:19][CH2:18][CH2:17][N:16]([C:20]3[N:25]([CH3:26])[C:24](=[O:27])[CH:23]=[C:22]([C:28]4[CH:33]=[CH:32][N:31]=[CH:30][CH:29]=4)[N:21]=3)[CH2:15]2)=[CH:10][CH:9]=1.C(N(CC)CC)C. Product: [CH3:1][N:2]([CH3:6])[C:3]([NH:7][C:8]1[CH:9]=[CH:10][C:11]([CH:14]2[O:19][CH2:18][CH2:17][N:16]([C:20]3[N:25]([CH3:26])[C:24](=[O:27])[CH:23]=[C:22]([C:28]4[CH:29]=[CH:30][N:31]=[CH:32][CH:33]=4)[N:21]=3)[CH2:15]2)=[CH:12][CH:13]=1)=[O:4]. The catalyst class is: 7.